From a dataset of Reaction yield outcomes from USPTO patents with 853,638 reactions. Predict the reaction yield, written as a fraction of the theoretical maximum amount of product (1.0 means a 100% yield; for example, 0.34 means a 34% yield). The reactants are [NH2:1][C:2]1[CH:28]=[C:27]([N:29]2[CH2:34][CH2:33][N:32]([CH3:35])[CH2:31][CH2:30]2)[CH:26]=[CH:25][C:3]=1[C:4]([NH:6][C:7]1[C:15]2[C:10](=[CH:11][CH:12]=[C:13]([CH2:16][C:17]3[CH:22]=[C:21]([F:23])[CH:20]=[C:19]([F:24])[CH:18]=3)[CH:14]=2)[NH:9][N:8]=1)=[O:5].[O:36]1[CH2:41][CH2:40][C:39](=O)[CH2:38][CH2:37]1.FC(F)(F)C(O)=O.C(O[BH-](OC(=O)C)OC(=O)C)(=O)C.C[N+](C)(C)C. The catalyst is ClCCl. The product is [F:24][C:19]1[CH:18]=[C:17]([CH:22]=[C:21]([F:23])[CH:20]=1)[CH2:16][C:13]1[CH:14]=[C:15]2[C:10](=[CH:11][CH:12]=1)[NH:9][N:8]=[C:7]2[NH:6][C:4](=[O:5])[C:3]1[CH:25]=[CH:26][C:27]([N:29]2[CH2:30][CH2:31][N:32]([CH3:35])[CH2:33][CH2:34]2)=[CH:28][C:2]=1[NH:1][CH:39]1[CH2:40][CH2:41][O:36][CH2:37][CH2:38]1. The yield is 0.720.